Dataset: Reaction yield outcomes from USPTO patents with 853,638 reactions. Task: Predict the reaction yield, written as a fraction of the theoretical maximum amount of product (1.0 means a 100% yield; for example, 0.34 means a 34% yield). (1) The reactants are [F:8][C:7]([F:10])([F:9])[C:6](O[C:6](=[O:11])[C:7]([F:10])([F:9])[F:8])=[O:11].[NH:14]1[C:23]2[C:18](=[CH:19][CH:20]=[CH:21][CH:22]=2)[CH2:17][CH2:16][CH2:15]1. The catalyst is C(Cl)(Cl)Cl. The product is [N:14]1([C:6](=[O:11])[C:7]([F:8])([F:9])[F:10])[C:23]2[C:18](=[CH:19][CH:20]=[CH:21][CH:22]=2)[CH2:17][CH2:16][CH2:15]1. The yield is 0.870. (2) The reactants are Br[C:2]1[CH:19]=[CH:18][C:5]([CH2:6][NH:7][C:8](=[O:17])[O:9][CH2:10][C:11]2[CH:16]=[CH:15][CH:14]=[CH:13][CH:12]=2)=[CH:4][CH:3]=1.[CH3:20][C:21]1([CH3:37])[C:25]([CH3:27])([CH3:26])[O:24][B:23]([B:23]2[O:24][C:25]([CH3:27])([CH3:26])[C:21]([CH3:37])([CH3:20])[O:22]2)[O:22]1.C([O-])(=O)C.[K+]. The catalyst is O1CCOCC1.[Cl-].[Na+].O.C1C=CC(P(C2C=CC=CC=2)[C-]2C=CC=C2)=CC=1.C1C=CC(P(C2C=CC=CC=2)[C-]2C=CC=C2)=CC=1.Cl[Pd]Cl.[Fe+2]. The product is [CH3:20][C:21]1([CH3:37])[C:25]([CH3:27])([CH3:26])[O:24][B:23]([C:2]2[CH:19]=[CH:18][C:5]([CH2:6][NH:7][C:8](=[O:17])[O:9][CH2:10][C:11]3[CH:16]=[CH:15][CH:14]=[CH:13][CH:12]=3)=[CH:4][CH:3]=2)[O:22]1. The yield is 0.690. (3) The reactants are [CH3:1][C:2]1[C:6]([C:7]2[NH:8][C:9]3[C:14]([C:15]=2[CH:16]=[O:17])=[CH:13][C:12]([O:18][CH3:19])=[CH:11][CH:10]=3)=[C:5]([CH3:20])[O:4][N:3]=1.Cl[CH2:22][CH2:23][N:24]1[CH2:29][CH2:28][N:27]([CH3:30])[CH2:26][CH2:25]1.C([O-])([O-])=O.[K+].[K+]. The catalyst is [N+](CCCC)(CCCC)(CCCC)CCCC.[I-].CN1C(=O)CCC1.CCOC(C)=O. The product is [CH3:1][C:2]1[C:6]([C:7]2[N:8]([CH2:22][CH2:23][N:24]3[CH2:29][CH2:28][N:27]([CH3:30])[CH2:26][CH2:25]3)[C:9]3[C:14]([C:15]=2[CH:16]=[O:17])=[CH:13][C:12]([O:18][CH3:19])=[CH:11][CH:10]=3)=[C:5]([CH3:20])[O:4][N:3]=1. The yield is 0.270. (4) The reactants are [CH3:1][O:2][C:3]1([C:6]2[CH:11]=[CH:10][C:9]([C:12]#[C:13][C:14]3[CH:24]=[CH:23][C:17]([C:18]([O:20]CC)=[O:19])=[CH:16][CH:15]=3)=[CH:8][CH:7]=2)[CH2:5][CH2:4]1.[OH-].[Na+]. The catalyst is C(O)C.O1CCCC1. The product is [CH3:1][O:2][C:3]1([C:6]2[CH:7]=[CH:8][C:9]([C:12]#[C:13][C:14]3[CH:15]=[CH:16][C:17]([C:18]([OH:20])=[O:19])=[CH:23][CH:24]=3)=[CH:10][CH:11]=2)[CH2:5][CH2:4]1. The yield is 0.860. (5) The reactants are [F:1][C:2]1[CH:3]=[C:4]([C:8](=O)[CH2:9][C:10]2[CH:15]=[CH:14][CH:13]=[CH:12][CH:11]=2)[CH:5]=[CH:6][CH:7]=1.[CH2:17]([O:19][C:20]1[CH:21]=[C:22]([CH:25]=[C:26]([N+:29]([O-:31])=[O:30])[C:27]=1[OH:28])[CH:23]=O)[CH3:18].[NH2:32][C:33]([NH2:35])=[O:34].Cl. The catalyst is CCO. The product is [CH2:17]([O:19][C:20]1[CH:21]=[C:22]([CH:23]2[C:9]([C:10]3[CH:15]=[CH:14][CH:13]=[CH:12][CH:11]=3)=[C:8]([C:4]3[CH:5]=[CH:6][CH:7]=[C:2]([F:1])[CH:3]=3)[NH:35][C:33](=[O:34])[NH:32]2)[CH:25]=[C:26]([N+:29]([O-:31])=[O:30])[C:27]=1[OH:28])[CH3:18]. The yield is 0.130. (6) The catalyst is CN1C(=O)CCC1. The product is [CH3:16][C:4]1[C:3]([CH3:17])=[C:2]([N:23]2[CH2:22][CH2:21][NH:20][C@H:19]([CH3:18])[CH2:24]2)[N:7]=[N:6][C:5]=1[C:8]([C:10]1[CH:15]=[CH:14][CH:13]=[CH:12][N:11]=1)=[O:9]. The yield is 0.970. The reactants are Cl[C:2]1[N:7]=[N:6][C:5]([C:8]([C:10]2[CH:15]=[CH:14][CH:13]=[CH:12][N:11]=2)=[O:9])=[C:4]([CH3:16])[C:3]=1[CH3:17].[CH3:18][C@@H:19]1[CH2:24][NH:23][CH2:22][CH2:21][NH:20]1.C(N(CC)CC)C.